Dataset: Reaction yield outcomes from USPTO patents with 853,638 reactions. Task: Predict the reaction yield, written as a fraction of the theoretical maximum amount of product (1.0 means a 100% yield; for example, 0.34 means a 34% yield). The reactants are [Br:1][C:2]1[CH:20]=[C:19]([CH2:21][O:22][Si:23]([CH:30]([CH3:32])[CH3:31])([CH:27]([CH3:29])[CH3:28])[CH:24]([CH3:26])[CH3:25])[C:18]([Cl:33])=[CH:17][C:3]=1[C:4](O[Si](C(C)C)(C(C)C)C(C)C)=[O:5].CSC.B.CO.O. The catalyst is C1COCC1. The product is [Br:1][C:2]1[CH:20]=[C:19]([CH2:21][O:22][Si:23]([CH:30]([CH3:32])[CH3:31])([CH:24]([CH3:25])[CH3:26])[CH:27]([CH3:28])[CH3:29])[C:18]([Cl:33])=[CH:17][C:3]=1[CH2:4][OH:5]. The yield is 0.850.